Dataset: Catalyst prediction with 721,799 reactions and 888 catalyst types from USPTO. Task: Predict which catalyst facilitates the given reaction. (1) Reactant: [C:1]1([CH2:7][O:8][N:9]2[C:15](=[O:16])[N:14]3[CH2:17][C@H:10]2[CH2:11][CH2:12][C@H:13]3[C:18]([OH:20])=O)[CH:6]=[CH:5][CH:4]=[CH:3][CH:2]=1.C(N(CC)CC)C.[I-].ClC1C=CC=C[N+]=1C.[NH2:37][C:38]1[CH:43]=[CH:42][N:41]=[CH:40][CH:39]=1. Product: [CH2:7]([O:8][N:9]1[C:15](=[O:16])[N:14]2[CH2:17][C@H:10]1[CH2:11][CH2:12][C@H:13]2[C:18]([NH:37][C:38]1[CH:43]=[CH:42][N:41]=[CH:40][CH:39]=1)=[O:20])[C:1]1[CH:2]=[CH:3][CH:4]=[CH:5][CH:6]=1. The catalyst class is: 4. (2) Reactant: [F:1][C:2]([F:52])([F:51])[C:3]1[CH:4]=[C:5]([CH:44]=[C:45]([C:47]([F:50])([F:49])[F:48])[CH:46]=1)[CH2:6][N:7]1[CH2:11][CH:10]([C:12]2[CH:17]=[C:16]([C:18]([F:21])([F:20])[F:19])[CH:15]=[CH:14][C:13]=2[C:22]2[CH:27]=[C:26]([CH:28]([CH3:30])[CH3:29])[C:25]([F:31])=[CH:24][C:23]=2[O:32][CH3:33])[N:9](CC2C=CC(OC)=CC=2)[C:8]1=[O:43]. Product: [F:51][C:2]([F:1])([F:52])[C:3]1[CH:4]=[C:5]([CH:44]=[C:45]([C:47]([F:49])([F:50])[F:48])[CH:46]=1)[CH2:6][N:7]1[CH2:11][CH:10]([C:12]2[CH:17]=[C:16]([C:18]([F:19])([F:20])[F:21])[CH:15]=[CH:14][C:13]=2[C:22]2[CH:27]=[C:26]([CH:28]([CH3:30])[CH3:29])[C:25]([F:31])=[CH:24][C:23]=2[O:32][CH3:33])[NH:9][C:8]1=[O:43]. The catalyst class is: 67.